This data is from NCI-60 drug combinations with 297,098 pairs across 59 cell lines. The task is: Regression. Given two drug SMILES strings and cell line genomic features, predict the synergy score measuring deviation from expected non-interaction effect. (1) Drug 1: CC(C1=C(C=CC(=C1Cl)F)Cl)OC2=C(N=CC(=C2)C3=CN(N=C3)C4CCNCC4)N. Drug 2: CC1=CC=C(C=C1)C2=CC(=NN2C3=CC=C(C=C3)S(=O)(=O)N)C(F)(F)F. Cell line: HCC-2998. Synergy scores: CSS=12.5, Synergy_ZIP=-0.142, Synergy_Bliss=4.75, Synergy_Loewe=-3.34, Synergy_HSA=3.32. (2) Drug 1: C1=NC2=C(N=C(N=C2N1C3C(C(C(O3)CO)O)O)F)N. Drug 2: CC1=C(C(=CC=C1)Cl)NC(=O)C2=CN=C(S2)NC3=CC(=NC(=N3)C)N4CCN(CC4)CCO. Cell line: LOX IMVI. Synergy scores: CSS=-11.9, Synergy_ZIP=6.15, Synergy_Bliss=2.52, Synergy_Loewe=-7.70, Synergy_HSA=-9.42. (3) Drug 1: C1=CC(=CC=C1CCC2=CNC3=C2C(=O)NC(=N3)N)C(=O)NC(CCC(=O)O)C(=O)O. Drug 2: CCC1=C2CN3C(=CC4=C(C3=O)COC(=O)C4(CC)O)C2=NC5=C1C=C(C=C5)O. Cell line: NCI-H322M. Synergy scores: CSS=21.2, Synergy_ZIP=-0.119, Synergy_Bliss=4.97, Synergy_Loewe=6.20, Synergy_HSA=6.32. (4) Drug 1: C1=NC2=C(N1)C(=S)N=CN2. Drug 2: C1C(C(OC1N2C=NC(=NC2=O)N)CO)O. Cell line: HOP-62. Synergy scores: CSS=9.04, Synergy_ZIP=-4.67, Synergy_Bliss=-0.868, Synergy_Loewe=-1.82, Synergy_HSA=0.0309. (5) Drug 1: C1=CN(C(=O)N=C1N)C2C(C(C(O2)CO)O)O.Cl. Drug 2: CCC(=C(C1=CC=CC=C1)C2=CC=C(C=C2)OCCN(C)C)C3=CC=CC=C3.C(C(=O)O)C(CC(=O)O)(C(=O)O)O. Cell line: NCIH23. Synergy scores: CSS=42.3, Synergy_ZIP=-0.496, Synergy_Bliss=-0.701, Synergy_Loewe=-26.2, Synergy_HSA=0.306. (6) Drug 1: C1CN1P(=S)(N2CC2)N3CC3. Drug 2: C1=CC=C(C(=C1)C(C2=CC=C(C=C2)Cl)C(Cl)Cl)Cl. Cell line: SF-268. Synergy scores: CSS=3.20, Synergy_ZIP=-0.491, Synergy_Bliss=-1.35, Synergy_Loewe=-6.16, Synergy_HSA=-2.83. (7) Drug 1: CS(=O)(=O)C1=CC(=C(C=C1)C(=O)NC2=CC(=C(C=C2)Cl)C3=CC=CC=N3)Cl. Drug 2: CCN(CC)CCCC(C)NC1=C2C=C(C=CC2=NC3=C1C=CC(=C3)Cl)OC. Cell line: OVCAR3. Synergy scores: CSS=25.3, Synergy_ZIP=-1.32, Synergy_Bliss=5.02, Synergy_Loewe=-17.3, Synergy_HSA=2.61. (8) Drug 1: CN(C)C1=NC(=NC(=N1)N(C)C)N(C)C. Drug 2: CC1CCCC2(C(O2)CC(NC(=O)CC(C(C(=O)C(C1O)C)(C)C)O)C(=CC3=CSC(=N3)C)C)C. Cell line: OVCAR-4. Synergy scores: CSS=-5.15, Synergy_ZIP=1.36, Synergy_Bliss=-4.00, Synergy_Loewe=-8.37, Synergy_HSA=-7.39. (9) Drug 1: CN1CCC(CC1)COC2=C(C=C3C(=C2)N=CN=C3NC4=C(C=C(C=C4)Br)F)OC. Drug 2: C1CCC(C1)C(CC#N)N2C=C(C=N2)C3=C4C=CNC4=NC=N3. Cell line: DU-145. Synergy scores: CSS=13.8, Synergy_ZIP=-2.07, Synergy_Bliss=4.44, Synergy_Loewe=2.28, Synergy_HSA=5.10. (10) Drug 1: C1CN1P(=S)(N2CC2)N3CC3. Drug 2: CC1C(C(CC(O1)OC2CC(OC(C2O)C)OC3=CC4=CC5=C(C(=O)C(C(C5)C(C(=O)C(C(C)O)O)OC)OC6CC(C(C(O6)C)O)OC7CC(C(C(O7)C)O)OC8CC(C(C(O8)C)O)(C)O)C(=C4C(=C3C)O)O)O)O. Cell line: DU-145. Synergy scores: CSS=51.0, Synergy_ZIP=-0.447, Synergy_Bliss=0.254, Synergy_Loewe=-5.72, Synergy_HSA=-0.498.